From a dataset of Reaction yield outcomes from USPTO patents with 853,638 reactions. Predict the reaction yield, written as a fraction of the theoretical maximum amount of product (1.0 means a 100% yield; for example, 0.34 means a 34% yield). The reactants are [Br:1][C:2]1[CH:7]=[C:6]([N+:8]([O-])=O)[C:5]([NH2:11])=[C:4]([CH3:12])[CH:3]=1.O.O.[Sn](Cl)(Cl)(Cl)Cl. The catalyst is C(O)C. The product is [Br:1][C:2]1[CH:7]=[C:6]([NH2:8])[C:5]([NH2:11])=[C:4]([CH3:12])[CH:3]=1. The yield is 0.590.